From a dataset of NCI-60 drug combinations with 297,098 pairs across 59 cell lines. Regression. Given two drug SMILES strings and cell line genomic features, predict the synergy score measuring deviation from expected non-interaction effect. (1) Drug 1: CC1C(C(CC(O1)OC2CC(CC3=C2C(=C4C(=C3O)C(=O)C5=C(C4=O)C(=CC=C5)OC)O)(C(=O)CO)O)N)O.Cl. Drug 2: CC(C)(C#N)C1=CC(=CC(=C1)CN2C=NC=N2)C(C)(C)C#N. Cell line: SN12C. Synergy scores: CSS=30.7, Synergy_ZIP=-0.622, Synergy_Bliss=-1.01, Synergy_Loewe=-9.66, Synergy_HSA=-1.73. (2) Cell line: T-47D. Drug 1: C1CCC(C1)C(CC#N)N2C=C(C=N2)C3=C4C=CNC4=NC=N3. Drug 2: C(CN)CNCCSP(=O)(O)O. Synergy scores: CSS=-6.97, Synergy_ZIP=2.58, Synergy_Bliss=1.53, Synergy_Loewe=-3.74, Synergy_HSA=-3.74. (3) Drug 1: CCCCCOC(=O)NC1=NC(=O)N(C=C1F)C2C(C(C(O2)C)O)O. Drug 2: C1CC(=O)NC(=O)C1N2C(=O)C3=CC=CC=C3C2=O. Cell line: RXF 393. Synergy scores: CSS=-2.94, Synergy_ZIP=1.61, Synergy_Bliss=2.16, Synergy_Loewe=-0.992, Synergy_HSA=-0.575. (4) Synergy scores: CSS=59.9, Synergy_ZIP=2.08, Synergy_Bliss=3.49, Synergy_Loewe=-33.2, Synergy_HSA=3.75. Cell line: NCI-H460. Drug 1: CCC1=C2CN3C(=CC4=C(C3=O)COC(=O)C4(CC)O)C2=NC5=C1C=C(C=C5)O. Drug 2: CC(C)(C#N)C1=CC(=CC(=C1)CN2C=NC=N2)C(C)(C)C#N. (5) Drug 1: C1=CN(C(=O)N=C1N)C2C(C(C(O2)CO)O)O.Cl. Drug 2: C(CC(=O)O)C(=O)CN.Cl. Cell line: SF-268. Synergy scores: CSS=11.7, Synergy_ZIP=-4.38, Synergy_Bliss=-2.55, Synergy_Loewe=-4.50, Synergy_HSA=-1.34. (6) Drug 1: CC1=CC=C(C=C1)C2=CC(=NN2C3=CC=C(C=C3)S(=O)(=O)N)C(F)(F)F. Drug 2: CCCCC(=O)OCC(=O)C1(CC(C2=C(C1)C(=C3C(=C2O)C(=O)C4=C(C3=O)C=CC=C4OC)O)OC5CC(C(C(O5)C)O)NC(=O)C(F)(F)F)O. Cell line: TK-10. Synergy scores: CSS=14.4, Synergy_ZIP=-1.79, Synergy_Bliss=-6.98, Synergy_Loewe=-24.6, Synergy_HSA=-7.62. (7) Drug 1: C1CNP(=O)(OC1)N(CCCl)CCCl. Drug 2: CC(C)CN1C=NC2=C1C3=CC=CC=C3N=C2N. Cell line: SK-OV-3. Synergy scores: CSS=-5.07, Synergy_ZIP=2.39, Synergy_Bliss=0.431, Synergy_Loewe=-8.71, Synergy_HSA=-6.92. (8) Drug 1: C1=CC(=CC=C1C#N)C(C2=CC=C(C=C2)C#N)N3C=NC=N3. Drug 2: CCN(CC)CCNC(=O)C1=C(NC(=C1C)C=C2C3=C(C=CC(=C3)F)NC2=O)C. Cell line: OVCAR-4. Synergy scores: CSS=-3.70, Synergy_ZIP=1.83, Synergy_Bliss=-1.44, Synergy_Loewe=-4.63, Synergy_HSA=-5.05. (9) Drug 1: C1CC(C1)(C(=O)O)C(=O)O.[NH2-].[NH2-].[Pt+2]. Drug 2: CC=C1C(=O)NC(C(=O)OC2CC(=O)NC(C(=O)NC(CSSCCC=C2)C(=O)N1)C(C)C)C(C)C. Cell line: NCI-H522. Synergy scores: CSS=16.7, Synergy_ZIP=-1.24, Synergy_Bliss=0.387, Synergy_Loewe=-25.7, Synergy_HSA=-0.802. (10) Drug 1: CC1=C2C(C(=O)C3(C(CC4C(C3C(C(C2(C)C)(CC1OC(=O)C(C(C5=CC=CC=C5)NC(=O)OC(C)(C)C)O)O)OC(=O)C6=CC=CC=C6)(CO4)OC(=O)C)OC)C)OC. Drug 2: C1=NC(=NC(=O)N1C2C(C(C(O2)CO)O)O)N. Cell line: COLO 205. Synergy scores: CSS=66.4, Synergy_ZIP=5.00, Synergy_Bliss=4.78, Synergy_Loewe=-11.9, Synergy_HSA=3.54.